From a dataset of Forward reaction prediction with 1.9M reactions from USPTO patents (1976-2016). Predict the product of the given reaction. (1) Given the reactants [C:1]([N:5]1[C:10](=[O:11])[C:9]([Cl:12])=[C:8]([OH:13])[CH:7]=[N:6]1)([CH3:4])([CH3:3])[CH3:2].[Si:14]([O:21][CH2:22][CH2:23][O:24][CH2:25][C:26]1[CH:31]=[CH:30][C:29]([CH2:32]O)=[CH:28][CH:27]=1)([C:17]([CH3:20])([CH3:19])[CH3:18])([CH3:16])[CH3:15].C1(P(C2C=CC=CC=2)C2C=CC=CC=2)C=CC=CC=1.N(C(OC(C)C)=O)=NC(OC(C)C)=O, predict the reaction product. The product is: [C:1]([N:5]1[C:10](=[O:11])[C:9]([Cl:12])=[C:8]([O:13][CH2:32][C:29]2[CH:28]=[CH:27][C:26]([CH2:25][O:24][CH2:23][CH2:22][O:21][Si:14]([C:17]([CH3:20])([CH3:19])[CH3:18])([CH3:16])[CH3:15])=[CH:31][CH:30]=2)[CH:7]=[N:6]1)([CH3:4])([CH3:2])[CH3:3]. (2) Given the reactants [O:1]=[C:2]1[C:7]2[CH:8]=[CH:9][CH:10]=[CH:11][C:6]=2[S:5][C:4]([C:12]2[N:17]=[C:16]([CH2:18][CH2:19][CH2:20][CH2:21][CH2:22][CH2:23][C:24]([O:26]CC[Si](C)(C)C)=[O:25])[CH:15]=[CH:14][CH:13]=2)=[N:3]1.[F-].C([N+](CCCC)(CCCC)CCCC)CCC.O1CCCC1, predict the reaction product. The product is: [O:1]=[C:2]1[C:7]2[CH:8]=[CH:9][CH:10]=[CH:11][C:6]=2[S:5][C:4]([C:12]2[N:17]=[C:16]([CH2:18][CH2:19][CH2:20][CH2:21][CH2:22][CH2:23][C:24]([OH:26])=[O:25])[CH:15]=[CH:14][CH:13]=2)=[N:3]1. (3) Given the reactants [CH3:1][C:2]1[CH:6]=[CH:5][O:4][C:3]=1[C:7]([OH:9])=O.CN(C(ON1N=NC2C=CC=NC1=2)=[N+](C)C)C.F[P-](F)(F)(F)(F)F.C(N(CC)C(C)C)(C)C.[NH2:43][C:44]1[CH:45]=[C:46]([CH:63]=[CH:64][CH:65]=1)[O:47][C:48]1[CH:53]=[CH:52][N:51]=[C:50]([C:54]2[NH:58][CH:57]=[C:56]([C:59]([O:61][CH3:62])=[O:60])[CH:55]=2)[CH:49]=1.Cl, predict the reaction product. The product is: [CH3:1][C:2]1[CH:6]=[CH:5][O:4][C:3]=1[C:7]([NH:43][C:44]1[CH:45]=[C:46]([CH:63]=[CH:64][CH:65]=1)[O:47][C:48]1[CH:53]=[CH:52][N:51]=[C:50]([C:54]2[NH:58][CH:57]=[C:56]([C:59]([O:61][CH3:62])=[O:60])[CH:55]=2)[CH:49]=1)=[O:9]. (4) Given the reactants [Br:1][C:2]1[CH:15]=[CH:14][C:13]([Cl:16])=[CH:12][C:3]=1[CH:4]=[N:5][S:6]([C:8]([CH3:11])([CH3:10])[CH3:9])=[O:7].[CH3:17][Mg+].[Br-].[Cl-].[NH4+], predict the reaction product. The product is: [Br:1][C:2]1[CH:15]=[CH:14][C:13]([Cl:16])=[CH:12][C:3]=1[C@H:4]([NH:5][S@:6]([C:8]([CH3:11])([CH3:10])[CH3:9])=[O:7])[CH3:17]. (5) Given the reactants [CH:1]1([NH:4][C:5](=[O:37])[C:6]2[CH:11]=[CH:10][C:9]([CH3:12])=[C:8]([NH:13][C:14](=[O:36])[C:15]3[CH:20]=[CH:19][C:18]([O:21][CH2:22][C:23]4[CH:28]=[CH:27][C:26](OCC5OCCO5)=[CH:25][N:24]=4)=[CH:17][CH:16]=3)[CH:7]=2)[CH2:3][CH2:2]1.Cl.[OH-].[Na+].[CH3:41][NH:42][CH3:43].C(O[BH-](O[C:54](=[O:56])[CH3:55])OC(=O)C)(=O)C.[Na+], predict the reaction product. The product is: [CH:1]1([NH:4][C:5](=[O:37])[C:6]2[CH:11]=[CH:10][C:9]([CH3:12])=[C:8]([NH:13][C:14](=[O:36])[C:15]3[CH:20]=[CH:19][C:18]([O:21][CH2:22][C:23]4[CH:28]=[CH:27][C:26]([O:56][CH2:54][CH2:55][N:42]([CH3:43])[CH3:41])=[CH:25][N:24]=4)=[CH:17][CH:16]=3)[CH:7]=2)[CH2:3][CH2:2]1. (6) Given the reactants [N+:1]([CH2:4][CH2:5][C:6]([C:8]1[CH:13]=[CH:12][CH:11]=[CH:10][CH:9]=1)=O)([O-:3])=[O:2], predict the reaction product. The product is: [N+:1]([CH2:4][CH2:5][CH2:6][C:8]1[CH:13]=[CH:12][CH:11]=[CH:10][CH:9]=1)([O-:3])=[O:2]. (7) Given the reactants CC1C(C)=CC2N[C:10]([C:13]3[CH:20]=[CH:19][C:17](=[O:18])[C:15](=O)[CH:14]=3)=[CH:11][NH:12]C=2C=1.CC(C1C=C(/C=C(/[C:38](NCCCC2C=CC=CC=2)=[O:39])\C#N)C=C(C(C)C)C=1O)C.C(Cl)(Cl)Cl.C1N(CC[OH:62])CCN(CCS(O)(=O)=O)C1, predict the reaction product. The product is: [NH2:12][C@H:11]([C:38]([OH:39])=[O:62])[CH2:10][C:13]1[CH:14]=[CH:15][C:17]([OH:18])=[CH:19][CH:20]=1. (8) Given the reactants I[C:2]1[C:3]([S:8](N2CCC3(OCCO3)CC2)(=[O:10])=[O:9])=[N:4][CH:5]=[CH:6][CH:7]=1.[F:21][C:22]1[CH:23]=[C:24](B(O)O)[CH:25]=[CH:26][C:27]=1[CH:28]=[O:29].C(=O)([O-])[O-].[Na+].[Na+].C[O:40][CH2:41][CH2:42][O:43][CH3:44], predict the reaction product. The product is: [O:43]1[C:44]2([CH2:5][CH2:6][CH:7]([S:8]([C:3]3[C:2]([C:24]4[CH:25]=[CH:26][C:27]([CH:28]=[O:29])=[C:22]([F:21])[CH:23]=4)=[CH:7][CH:6]=[CH:5][N:4]=3)(=[O:9])=[O:10])[CH2:2][CH2:3]2)[O:40][CH2:41][CH2:42]1.